From a dataset of Catalyst prediction with 721,799 reactions and 888 catalyst types from USPTO. Predict which catalyst facilitates the given reaction. (1) Reactant: [CH2:1]([S:3]([C:6]1[CH:7]=[CH:8][C:9]([O:27][CH3:28])=[C:10]([NH:12][C:13]2[O:14][C:15]([C:18]3[CH:19]=[C:20]([C:24](=[O:26])[CH3:25])[CH:21]=[CH:22][CH:23]=3)=[CH:16][N:17]=2)[CH:11]=1)(=[O:5])=[O:4])[CH3:2].C(O[CH:34](OC(C)(C)C)[N:35]([CH3:37])[CH3:36])(C)(C)C. Product: [CH3:34][N:35]([CH3:37])/[CH:36]=[CH:25]/[C:24]([C:20]1[CH:21]=[CH:22][CH:23]=[C:18]([C:15]2[O:14][C:13]([NH:12][C:10]3[CH:11]=[C:6]([S:3]([CH2:1][CH3:2])(=[O:5])=[O:4])[CH:7]=[CH:8][C:9]=3[O:27][CH3:28])=[N:17][CH:16]=2)[CH:19]=1)=[O:26]. The catalyst class is: 3. (2) Reactant: Cl[C:2]1[N:7]=[C:6]([NH2:8])[C:5]([CH3:9])=[CH:4][N:3]=1.[NH2:10][C:11]1[CH:30]=[CH:29][C:14]([O:15][CH:16]2[CH2:21][CH2:20][N:19]([C:22]([O:24][C:25]([CH3:28])([CH3:27])[CH3:26])=[O:23])[CH2:18][CH2:17]2)=[CH:13][CH:12]=1. Product: [NH2:8][C:6]1[C:5]([CH3:9])=[CH:4][N:3]=[C:2]([NH:10][C:11]2[CH:12]=[CH:13][C:14]([O:15][CH:16]3[CH2:21][CH2:20][N:19]([C:22]([O:24][C:25]([CH3:26])([CH3:27])[CH3:28])=[O:23])[CH2:18][CH2:17]3)=[CH:29][CH:30]=2)[N:7]=1. The catalyst class is: 15. (3) Reactant: [CH3:1][O:2][C:3]1[CH:8]=[CH:7][C:6]([C:9]2[N:10]=[C:11]([C:22]3([OH:28])[CH2:27][CH2:26][NH:25][CH2:24][CH2:23]3)[S:12][C:13]=2[C:14]2[CH:19]=[CH:18][C:17]([O:20][CH3:21])=[CH:16][CH:15]=2)=[CH:5][CH:4]=1.ClC(Cl)(O[C:33](=[O:39])OC(Cl)(Cl)Cl)Cl.C(N(CC)CC)C.Cl.[CH3:49][NH:50][OH:51]. Product: [CH3:1][O:2][C:3]1[CH:8]=[CH:7][C:6]([C:9]2[N:10]=[C:11]([C:22]3([OH:28])[CH2:27][CH2:26][N:25]([C:33](=[O:39])[N:50]([OH:51])[CH3:49])[CH2:24][CH2:23]3)[S:12][C:13]=2[C:14]2[CH:15]=[CH:16][C:17]([O:20][CH3:21])=[CH:18][CH:19]=2)=[CH:5][CH:4]=1. The catalyst class is: 7. (4) Reactant: Cl.[NH2:2][C:3]1[CH:10]=[CH:9][C:8]([C:11]2[N:16]=[C:15]3[N:17](C4CCCCO4)[N:18]=[C:19]([C:20]4[CH:21]=[N:22][CH:23]=[CH:24][CH:25]=4)[C:14]3=[C:13]([CH:32]([F:34])[F:33])[CH:12]=2)=[CH:7][C:4]=1[C:5]#[N:6].O1CCOCC1.CC(C)=O.C(=O)([O-])O.[Na+]. Product: [NH2:2][C:3]1[CH:10]=[CH:9][C:8]([C:11]2[N:16]=[C:15]3[NH:17][N:18]=[C:19]([C:20]4[CH:21]=[N:22][CH:23]=[CH:24][CH:25]=4)[C:14]3=[C:13]([CH:32]([F:34])[F:33])[CH:12]=2)=[CH:7][C:4]=1[C:5]#[N:6]. The catalyst class is: 169. (5) Reactant: [C:1]([O:5][C:6]([N:8]1[CH2:12][CH2:11][C@H:10]([OH:13])[C@H:9]1[C:14]([OH:16])=O)=[O:7])([CH3:4])([CH3:3])[CH3:2].[Cl:17][C:18]1[C:19]([F:26])=[C:20]([CH:23]=[CH:24][CH:25]=1)[CH2:21][NH2:22].CN(C(ON1N=NC2C=CC=CC1=2)=[N+](C)C)C.F[P-](F)(F)(F)(F)F.CCN(C(C)C)C(C)C. Product: [C:1]([O:5][C:6]([N:8]1[CH2:12][CH2:11][C@H:10]([OH:13])[C@H:9]1[C:14](=[O:16])[NH:22][CH2:21][C:20]1[CH:23]=[CH:24][CH:25]=[C:18]([Cl:17])[C:19]=1[F:26])=[O:7])([CH3:2])([CH3:3])[CH3:4]. The catalyst class is: 2. (6) Reactant: [CH3:1][C:2]1([CH3:11])[CH2:7][CH:6]([NH2:8])[CH2:5][C:4]([CH3:10])([CH3:9])[NH:3]1.[C:12]1(=O)[O:17][C:15](=[O:16])[C:14]2=[CH:18][CH:19]=[CH:20][CH:21]=[C:13]12. Product: [CH3:1][C:2]1([CH3:11])[CH2:7][CH:6]([N:8]2[C:15](=[O:16])[C:14]3[C:13](=[CH:21][CH:20]=[CH:19][CH:18]=3)[C:12]2=[O:17])[CH2:5][C:4]([CH3:10])([CH3:9])[NH:3]1. The catalyst class is: 52. (7) Reactant: [C:1]1([CH2:7][NH:8][C:9]2[CH:18]=[CH:17][C:12]3[N:13]=[C:14]([SH:16])[S:15][C:11]=3[CH:10]=2)[CH:6]=[CH:5][CH:4]=[CH:3][CH:2]=1.[O:19]([CH2:26][C:27](Cl)=[O:28])[C:20]1[CH:25]=[CH:24][CH:23]=[CH:22][CH:21]=1. Product: [SH:16][C:14]1[S:15][C:11]2[CH:10]=[C:9]([N:8]([CH2:7][C:1]3[CH:2]=[CH:3][CH:4]=[CH:5][CH:6]=3)[C:27](=[O:28])[CH2:26][O:19][C:20]3[CH:25]=[CH:24][CH:23]=[CH:22][CH:21]=3)[CH:18]=[CH:17][C:12]=2[N:13]=1. The catalyst class is: 1. (8) Reactant: [OH:1][CH2:2][CH2:3][CH:4]1[CH2:9][CH2:8][N:7]([C:10]([O:12][C:13]([CH3:16])([CH3:15])[CH3:14])=[O:11])[CH2:6][CH2:5]1.CC1(C)N([O])C(C)(C)CCC1.C(O)(=O)C.C(O)(=O)C.IC1C=CC=CC=1.[O-]S([O-])(=S)=O.[Na+].[Na+]. Product: [CH:2]([CH2:3][CH:4]1[CH2:5][CH2:6][N:7]([C:10]([O:12][C:13]([CH3:16])([CH3:15])[CH3:14])=[O:11])[CH2:8][CH2:9]1)=[O:1]. The catalyst class is: 2.